This data is from Forward reaction prediction with 1.9M reactions from USPTO patents (1976-2016). The task is: Predict the product of the given reaction. (1) Given the reactants C[O:2][C:3](=[O:16])[CH:4]([NH:6][C:7]1[CH:12]=[CH:11][C:10]([F:13])=[C:9]([F:14])[C:8]=1[F:15])[CH3:5].P([O-])([O-])([O-])=O.Cl, predict the reaction product. The product is: [F:15][C:8]1[C:9]([F:14])=[C:10]([F:13])[CH:11]=[CH:12][C:7]=1[NH:6][C@H:4]([CH3:5])[C:3]([OH:16])=[O:2]. (2) Given the reactants FC(F)(F)C1C2NC(CCl)=NC=2C=CC=1.C(OC(N(CC1C=CC=CN=1)CC1C=CC(CNC2C3N=CC=CC=3CCC2)=CC=1)=O)(C)(C)C.C(N(C(C)C)CC)(C)C.C(OC([N:66]([CH2:100][C:101]1[CH:106]=[CH:105][CH:104]=[CH:103][N:102]=1)[CH2:67][C:68]1[CH:73]=[CH:72][C:71]([CH2:74][N:75]([CH2:86][C:87]2[NH:91][C:90]3[CH:92]=[CH:93][CH:94]=[C:95]([C:96]([F:99])([F:98])[F:97])[C:89]=3[N:88]=2)[CH:76]2[C:85]3[N:84]=[CH:83][CH:82]=[CH:81][C:80]=3[CH2:79][CH2:78][CH2:77]2)=[CH:70][CH:69]=1)=O)(C)(C)C, predict the reaction product. The product is: [N:102]1[CH:103]=[CH:104][CH:105]=[CH:106][C:101]=1[CH2:100][NH:66][CH2:67][C:68]1[CH:73]=[CH:72][C:71]([CH2:74][N:75]([CH2:86][C:87]2[NH:91][C:90]3[CH:92]=[CH:93][CH:94]=[C:95]([C:96]([F:99])([F:98])[F:97])[C:89]=3[N:88]=2)[CH:76]2[C:85]3[N:84]=[CH:83][CH:82]=[CH:81][C:80]=3[CH2:79][CH2:78][CH2:77]2)=[CH:70][CH:69]=1. (3) The product is: [Br:15][C:16]1[N:17]=[C:18]([O:3][CH2:4][CH2:5][O:6][C:7]2[CH:14]=[CH:13][C:10]([CH:11]=[O:12])=[CH:9][CH:8]=2)[CH:19]=[CH:20][CH:21]=1. Given the reactants [H-].[Na+].[OH:3][CH2:4][CH2:5][O:6][C:7]1[CH:14]=[CH:13][C:10]([CH:11]=[O:12])=[CH:9][CH:8]=1.[Br:15][C:16]1[CH:21]=[CH:20][CH:19]=[C:18](Br)[N:17]=1, predict the reaction product. (4) Given the reactants C([N:5]([C@H:10]1[C@H:15]([C:16]2[CH:21]=[C:20]([F:22])[C:19]([F:23])=[CH:18][C:17]=2[F:24])[CH2:14][C:13](=O)[N:12](CC2C=CC=CC=2)[CH2:11]1)C(=O)OC)(C)(C)C.B.Cl.[C:46]([O:45][C:43](O[C:43]([O:45][C:46]([CH3:49])([CH3:48])[CH3:47])=[O:44])=[O:44])([CH3:49])([CH3:48])[CH3:47], predict the reaction product. The product is: [C:46]([O:45][C:43](=[O:44])[NH:5][C@@H:10]1[C@@H:15]([C:16]2[CH:21]=[C:20]([F:22])[C:19]([F:23])=[CH:18][C:17]=2[F:24])[CH2:14][CH2:13][NH:12][CH2:11]1)([CH3:47])([CH3:48])[CH3:49].